This data is from Full USPTO retrosynthesis dataset with 1.9M reactions from patents (1976-2016). The task is: Predict the reactants needed to synthesize the given product. (1) Given the product [Cl:8][C:5]1[CH:6]=[CH:7][C:2]([C:19]2[CH:20]=[C:21]([F:22])[C:16]([F:15])=[N:17][CH:18]=2)=[N:3][CH:4]=1, predict the reactants needed to synthesize it. The reactants are: Br[C:2]1[CH:7]=[CH:6][C:5]([Cl:8])=[CH:4][N:3]=1.C(=O)([O-])[O-].[Cs+].[Cs+].[F:15][C:16]1[C:21]([F:22])=[CH:20][C:19](B2OC(C)(C)C(C)(C)O2)=[CH:18][N:17]=1. (2) Given the product [CH:4]1([C:10]2[C:15]([C:16]([OH:18])=[O:17])=[CH:14][N:13]=[C:12]([N:20]3[CH2:25][CH2:24][O:23][CH2:22][CH2:21]3)[N:11]=2)[CH2:5][CH2:6][CH2:7][CH2:8][CH2:9]1, predict the reactants needed to synthesize it. The reactants are: [OH-].[Na+].O.[CH:4]1([C:10]2[C:15]([C:16]([O:18]C)=[O:17])=[CH:14][N:13]=[C:12]([N:20]3[CH2:25][CH2:24][O:23][CH2:22][CH2:21]3)[N:11]=2)[CH2:9][CH2:8][CH2:7][CH2:6][CH2:5]1.Cl. (3) Given the product [F:25][C:26]1[CH:34]=[CH:33][C:29]([C:30]([NH:39][C@H:40]([C:49]([O:51][C:52]([CH3:55])([CH3:54])[CH3:53])=[O:50])[CH2:41][C:42]([O:44][C:45]([CH3:47])([CH3:48])[CH3:46])=[O:43])=[O:32])=[C:28]([N+:35]([O-:37])=[O:36])[CH:27]=1, predict the reactants needed to synthesize it. The reactants are: CN(C(ON1N=NC2C=CC=NC1=2)=[N+](C)C)C.F[P-](F)(F)(F)(F)F.[F:25][C:26]1[CH:34]=[CH:33][C:29]([C:30]([OH:32])=O)=[C:28]([N+:35]([O-:37])=[O:36])[CH:27]=1.Cl.[NH2:39][C@H:40]([C:49]([O:51][C:52]([CH3:55])([CH3:54])[CH3:53])=[O:50])[CH2:41][C:42]([O:44][C:45]([CH3:48])([CH3:47])[CH3:46])=[O:43].C(N(CC)C(C)C)(C)C.Cl. (4) Given the product [Br:17][C:14]1[CH:15]=[CH:16][C:11]([N:7]2[CH2:6][C@H:5]([CH2:4][NH:1][C:18](=[O:21])[CH3:19])[O:9][C:8]2=[O:10])=[N:12][CH:13]=1, predict the reactants needed to synthesize it. The reactants are: [N:1]([CH2:4][C@@H:5]1[O:9][C:8](=[O:10])[N:7]([C:11]2[CH:16]=[CH:15][C:14]([Br:17])=[CH:13][N:12]=2)[CH2:6]1)=[N+]=[N-].[C:18]([OH:21])(=S)[CH3:19].